Dataset: NCI-60 drug combinations with 297,098 pairs across 59 cell lines. Task: Regression. Given two drug SMILES strings and cell line genomic features, predict the synergy score measuring deviation from expected non-interaction effect. (1) Drug 1: COC1=C(C=C2C(=C1)N=CN=C2NC3=CC(=C(C=C3)F)Cl)OCCCN4CCOCC4. Drug 2: COC1=NC(=NC2=C1N=CN2C3C(C(C(O3)CO)O)O)N. Cell line: SR. Synergy scores: CSS=34.1, Synergy_ZIP=4.45, Synergy_Bliss=7.31, Synergy_Loewe=-20.5, Synergy_HSA=5.33. (2) Drug 1: CC=C1C(=O)NC(C(=O)OC2CC(=O)NC(C(=O)NC(CSSCCC=C2)C(=O)N1)C(C)C)C(C)C. Drug 2: CC1CCCC2(C(O2)CC(NC(=O)CC(C(C(=O)C(C1O)C)(C)C)O)C(=CC3=CSC(=N3)C)C)C. Cell line: UACC-257. Synergy scores: CSS=72.2, Synergy_ZIP=0.523, Synergy_Bliss=0.474, Synergy_Loewe=1.67, Synergy_HSA=6.22. (3) Drug 1: CC12CCC3C(C1CCC2=O)CC(=C)C4=CC(=O)C=CC34C. Drug 2: N.N.Cl[Pt+2]Cl. Cell line: HL-60(TB). Synergy scores: CSS=65.7, Synergy_ZIP=1.37, Synergy_Bliss=2.19, Synergy_Loewe=-0.894, Synergy_HSA=0.218. (4) Drug 1: C1CCC(C(C1)N)N.C(=O)(C(=O)[O-])[O-].[Pt+4]. Drug 2: N.N.Cl[Pt+2]Cl. Cell line: OVCAR-5. Synergy scores: CSS=67.7, Synergy_ZIP=1.35, Synergy_Bliss=1.10, Synergy_Loewe=4.61, Synergy_HSA=7.59. (5) Drug 1: CNC(=O)C1=CC=CC=C1SC2=CC3=C(C=C2)C(=NN3)C=CC4=CC=CC=N4. Drug 2: CN(CC1=CN=C2C(=N1)C(=NC(=N2)N)N)C3=CC=C(C=C3)C(=O)NC(CCC(=O)O)C(=O)O. Cell line: EKVX. Synergy scores: CSS=4.58, Synergy_ZIP=-3.23, Synergy_Bliss=-6.15, Synergy_Loewe=-5.68, Synergy_HSA=-4.90. (6) Drug 1: COC1=NC(=NC2=C1N=CN2C3C(C(C(O3)CO)O)O)N. Drug 2: CS(=O)(=O)OCCCCOS(=O)(=O)C. Cell line: SW-620. Synergy scores: CSS=4.18, Synergy_ZIP=-2.11, Synergy_Bliss=0.511, Synergy_Loewe=-3.54, Synergy_HSA=-0.357. (7) Drug 1: CC1=C(C=C(C=C1)C(=O)NC2=CC(=CC(=C2)C(F)(F)F)N3C=C(N=C3)C)NC4=NC=CC(=N4)C5=CN=CC=C5. Drug 2: N.N.Cl[Pt+2]Cl. Cell line: NCI/ADR-RES. Synergy scores: CSS=36.3, Synergy_ZIP=-5.38, Synergy_Bliss=-3.25, Synergy_Loewe=-5.71, Synergy_HSA=-4.19. (8) Synergy scores: CSS=16.9, Synergy_ZIP=-11.6, Synergy_Bliss=-8.15, Synergy_Loewe=-6.19, Synergy_HSA=-4.63. Drug 2: CC1=C(N=C(N=C1N)C(CC(=O)N)NCC(C(=O)N)N)C(=O)NC(C(C2=CN=CN2)OC3C(C(C(C(O3)CO)O)O)OC4C(C(C(C(O4)CO)O)OC(=O)N)O)C(=O)NC(C)C(C(C)C(=O)NC(C(C)O)C(=O)NCCC5=NC(=CS5)C6=NC(=CS6)C(=O)NCCC[S+](C)C)O. Cell line: HS 578T. Drug 1: CC(CN1CC(=O)NC(=O)C1)N2CC(=O)NC(=O)C2. (9) Drug 1: C1=CC(=CC=C1CC(C(=O)O)N)N(CCCl)CCCl.Cl. Drug 2: COC1=C2C(=CC3=C1OC=C3)C=CC(=O)O2. Cell line: OVCAR-4. Synergy scores: CSS=-3.19, Synergy_ZIP=1.03, Synergy_Bliss=-0.194, Synergy_Loewe=-3.86, Synergy_HSA=-3.94. (10) Drug 2: CC1C(C(CC(O1)OC2CC(OC(C2O)C)OC3=CC4=CC5=C(C(=O)C(C(C5)C(C(=O)C(C(C)O)O)OC)OC6CC(C(C(O6)C)O)OC7CC(C(C(O7)C)O)OC8CC(C(C(O8)C)O)(C)O)C(=C4C(=C3C)O)O)O)O. Synergy scores: CSS=4.78, Synergy_ZIP=1.02, Synergy_Bliss=7.47, Synergy_Loewe=6.57, Synergy_HSA=6.58. Cell line: ACHN. Drug 1: C1CCC(C1)C(CC#N)N2C=C(C=N2)C3=C4C=CNC4=NC=N3.